The task is: Predict the reactants needed to synthesize the given product.. This data is from Full USPTO retrosynthesis dataset with 1.9M reactions from patents (1976-2016). (1) The reactants are: [F:1][C:2]1[CH:7]=[CH:6][C:5]([CH2:8][C:9]([OH:11])=O)=[CH:4][CH:3]=1.C(N1C=CN=C1)(N1C=CN=C1)=O.[Cl:24][C:25]1[CH:26]=[C:27]([CH:37]=[CH:38][C:39]=1[Cl:40])[CH2:28][N:29]1[CH2:34][CH2:33][CH:32]([NH:35]C)[CH2:31][CH2:30]1. Given the product [Cl:24][C:25]1[CH:26]=[C:27]([CH:37]=[CH:38][C:39]=1[Cl:40])[CH2:28][N:29]1[CH2:30][CH2:31][CH:32]([NH:35][C:9](=[O:11])[CH2:8][C:5]2[CH:4]=[CH:3][C:2]([F:1])=[CH:7][CH:6]=2)[CH2:33][CH2:34]1, predict the reactants needed to synthesize it. (2) Given the product [CH3:12][Si:11]([CH3:14])([CH3:13])[C:9]#[C:10][C:2]1[CH:3]=[C:4]([NH2:8])[CH:5]=[N:6][CH:7]=1, predict the reactants needed to synthesize it. The reactants are: Br[C:2]1[CH:3]=[C:4]([NH2:8])[CH:5]=[N:6][CH:7]=1.[C:9]([Si:11]([CH3:14])([CH3:13])[CH3:12])#[CH:10]. (3) Given the product [C:3]1([C:18]2[CH:19]=[CH:20][CH:21]=[CH:22][CH:23]=2)[CH:8]=[CH:7][C:6]([C:9]2[S:13][C:12]([C:14]([OH:16])=[O:15])=[CH:11][CH:10]=2)=[CH:5][CH:4]=1, predict the reactants needed to synthesize it. The reactants are: [OH-].[Na+].[C:3]1([C:18]2[CH:23]=[CH:22][CH:21]=[CH:20][CH:19]=2)[CH:8]=[CH:7][C:6]([C:9]2[S:13][C:12]([C:14]([O:16]C)=[O:15])=[CH:11][CH:10]=2)=[CH:5][CH:4]=1. (4) Given the product [C:6]([C:5]1[CH:9]=[CH:10][C:2]2[NH:1][C:14](=[C:15]([C:18]3[N:23]=[C:22]([C:24]([F:26])([F:25])[F:27])[CH:21]=[CH:20][N:19]=3)[C:16]#[N:17])[S:11][C:3]=2[CH:4]=1)([OH:8])=[O:7], predict the reactants needed to synthesize it. The reactants are: [NH2:1][C:2]1[CH:10]=[CH:9][C:5]([C:6]([OH:8])=[O:7])=[CH:4][C:3]=1[SH:11].CS[C:14](SC)=[C:15]([C:18]1[N:23]=[C:22]([C:24]([F:27])([F:26])[F:25])[CH:21]=[CH:20][N:19]=1)[C:16]#[N:17].C(=O)([O-])[O-].[K+].[K+]. (5) Given the product [Br:1][C:2]1[CH:3]=[C:4]([CH:16]=[C:17]([N:20]2[CH2:26][CH2:25][CH2:24][C@H:21]2[CH2:22][OH:23])[CH:18]=1)[C:5]([NH:7][CH2:8][C:9]1[CH:10]=[N:11][C:12]([CH3:15])=[CH:13][CH:14]=1)=[O:6], predict the reactants needed to synthesize it. The reactants are: [Br:1][C:2]1[CH:3]=[C:4]([CH:16]=[C:17](I)[CH:18]=1)[C:5]([NH:7][CH2:8][C:9]1[CH:10]=[N:11][C:12]([CH3:15])=[CH:13][CH:14]=1)=[O:6].[NH:20]1[CH2:26][CH2:25][CH2:24][C@H:21]1[CH2:22][OH:23].C(=O)([O-])[O-].[K+].[K+].N1CCC[C@H]1C(O)=O. (6) Given the product [Br:34][C:31]1[CH:32]=[CH:33][C:27]2[S:26][C:25]([CH2:24][CH2:23][N:43]3[CH2:44][CH2:45][CH2:46][C@H:42]3[CH3:41])=[CH:29][C:28]=2[CH:30]=1, predict the reactants needed to synthesize it. The reactants are: C1(C)C=CC(S(O)(=O)=O)=CC=1.CC1C=CC(S(O[CH2:23][CH2:24][C:25]2[S:26][C:27]3[CH:33]=[CH:32][C:31]([Br:34])=[CH:30][C:28]=3[CH:29]=2)(=O)=O)=CC=1.C([O-])([O-])=O.[K+].[K+].[CH3:41][C@@H:42]1[CH2:46][CH2:45][CH2:44][NH:43]1.C(#N)C. (7) Given the product [CH:36]1([CH2:35][N:34]2[C:33]3[CH:32]=[CH:31][C:27]([C:28]([OH:30])=[O:29])=[CH:26][C:25]=3[N:24]=[C:17]2[C:12]2[N:13]=[C:14]([CH3:16])[C:15]3[N:3]([CH2:1][CH3:2])[C:4]4[C:9]([C:10]=3[CH:11]=2)=[CH:8][CH:7]=[CH:6][CH:5]=4)[CH2:38][CH2:37]1, predict the reactants needed to synthesize it. The reactants are: [CH2:1]([N:3]1[C:15]2[C:14]([CH3:16])=[N:13][C:12]([C:17](O)=O)=[CH:11][C:10]=2[C:9]2[C:4]1=[CH:5][CH:6]=[CH:7][CH:8]=2)[CH3:2].S(Cl)(Cl)=O.[NH2:24][C:25]1[CH:26]=[C:27]([CH:31]=[CH:32][C:33]=1[NH:34][CH2:35][CH:36]1[CH2:38][CH2:37]1)[C:28]([OH:30])=[O:29]. (8) Given the product [C:25]([O:26][C:1]([N:19]([CH2:20][CH2:21][OH:22])[CH:16]([CH3:18])[CH3:17])=[O:2])([CH3:24])([CH3:27])[CH3:30], predict the reactants needed to synthesize it. The reactants are: [C:1](OC(OCCCC)=O)(OCCCC)=[O:2].[CH:16]([NH:19][CH2:20][CH2:21][OH:22])([CH3:18])[CH3:17].C(O)(=O)[CH2:24][C:25]([CH2:30]C(O)=O)([C:27](O)=O)[OH:26].